Predict which catalyst facilitates the given reaction. From a dataset of Catalyst prediction with 721,799 reactions and 888 catalyst types from USPTO. (1) Reactant: Cl[C:2]([N:4]=[C:5]=[O:6])=[O:3].[CH2:7]([C:14]1[C:18]2[CH:19]=[CH:20][C:21](/[C:23](/[CH2:28][CH3:29])=[CH:24]\[CH2:25][NH:26][OH:27])=[CH:22][C:17]=2[O:16][C:15]=1[CH2:30][CH3:31])[C:8]1[CH:13]=[CH:12][CH:11]=[CH:10][CH:9]=1.Cl. Product: [CH2:7]([C:14]1[C:18]2[CH:19]=[CH:20][C:21](/[C:23](/[CH2:28][CH3:29])=[CH:24]\[CH2:25][N:26]3[C:5](=[O:6])[NH:4][C:2](=[O:3])[O:27]3)=[CH:22][C:17]=2[O:16][C:15]=1[CH2:30][CH3:31])[C:8]1[CH:9]=[CH:10][CH:11]=[CH:12][CH:13]=1. The catalyst class is: 1. (2) The catalyst class is: 281. Reactant: C(OC([N:8]1[CH2:13][CH2:12][CH2:11][C@H:10]([O:14][C:15]2[CH:16]=[C:17]3[C:22](=[CH:23][CH:24]=2)[C:21]([NH2:25])=[N:20][CH:19]=[CH:18]3)[CH2:9]1)=O)(C)(C)C. Product: [NH3:8].[NH:8]1[CH2:13][CH2:12][CH2:11][C@H:10]([O:14][C:15]2[CH:16]=[C:17]3[C:22](=[CH:23][CH:24]=2)[C:21]([NH2:25])=[N:20][CH:19]=[CH:18]3)[CH2:9]1. (3) Reactant: B.O1[CH2:6][CH2:5][CH2:4]C1.[N:7]1[CH:12]=[CH:11]C=[CH:9][CH:8]=1.B.B.[CH3:15]SC.S(C)C.[B]. Product: [CH3:11][CH2:12][N:7]([CH:8]([CH3:9])[CH3:15])[CH:5]([CH3:6])[CH3:4]. The catalyst class is: 877. (4) Reactant: [Cl:1][C:2]1[CH:3]=[C:4]([C:9]2[CH2:14][N:13]([C:15]([O:17][C:18]([CH3:21])([CH3:20])[CH3:19])=[O:16])[CH2:12][CH2:11][C:10]=2[C:22]([O:24][CH2:25][CH3:26])=[O:23])[CH:5]=[CH:6][C:7]=1[Cl:8].[Mg].[Cl-].[NH4+]. Product: [C:18]([O:17][C:15]([N:13]1[CH2:12][CH2:11][C@@H:10]([C:22]([O:24][CH2:25][CH3:26])=[O:23])[C@H:9]([C:4]2[CH:5]=[CH:6][C:7]([Cl:8])=[C:2]([Cl:1])[CH:3]=2)[CH2:14]1)=[O:16])([CH3:19])([CH3:20])[CH3:21]. The catalyst class is: 5. (5) Reactant: [Br:1][C:2]1[C:10]2[CH:9]=[N:8][C:7](Cl)=[N:6][C:5]=2[N:4]([CH2:12][CH2:13][CH2:14][N:15]2C(=O)C3C(=CC=CC=3)C2=O)[CH:3]=1.[NH2:26][CH2:27][CH2:28][CH2:29][CH2:30][C:31]([OH:33])=[O:32]. Product: [NH2:15][CH2:14][CH2:13][CH2:12][N:4]1[C:5]2[N:6]=[C:7]([NH:26][CH2:27][CH2:28][CH2:29][CH2:30][C:31]([OH:33])=[O:32])[N:8]=[CH:9][C:10]=2[C:2]([Br:1])=[CH:3]1. The catalyst class is: 20. (6) Reactant: [NH2:1][CH2:2][C@@H:3]([C:5]1[CH:10]=[CH:9][CH:8]=[CH:7][CH:6]=1)[OH:4].C([O-])([O-])=O.[K+].[K+].[Br:17][C:18]1[CH:19]=[C:20]([CH:25]=[CH:26][C:27]=1[CH2:28]Br)[C:21]([O:23][CH3:24])=[O:22]. Product: [Br:17][C:18]1[CH:19]=[C:20]([CH:25]=[CH:26][C:27]=1[CH2:28][NH:1][CH2:2][C@H:3]([OH:4])[C:5]1[CH:10]=[CH:9][CH:8]=[CH:7][CH:6]=1)[C:21]([O:23][CH3:24])=[O:22]. The catalyst class is: 23.